Dataset: Reaction yield outcomes from USPTO patents with 853,638 reactions. Task: Predict the reaction yield, written as a fraction of the theoretical maximum amount of product (1.0 means a 100% yield; for example, 0.34 means a 34% yield). The reactants are [NH3:1].[CH3:2][C:3]1[CH:8]=[CH:7][C:6]([C:9]2[N:13]([C:14]3[CH:19]=[CH:18][CH:17]=[CH:16][CH:15]=3)[N:12]=[C:11]([C:20]([F:23])([F:22])[F:21])[CH:10]=2)=[CH:5][C:4]=1[S:24](Cl)(=[O:26])=[O:25].C(OCC)(=O)C.O. The catalyst is C1COCC1. The product is [CH3:2][C:3]1[CH:8]=[CH:7][C:6]([C:9]2[N:13]([C:14]3[CH:19]=[CH:18][CH:17]=[CH:16][CH:15]=3)[N:12]=[C:11]([C:20]([F:23])([F:22])[F:21])[CH:10]=2)=[CH:5][C:4]=1[S:24]([NH2:1])(=[O:26])=[O:25]. The yield is 0.900.